From a dataset of Peptide-MHC class II binding affinity with 134,281 pairs from IEDB. Regression. Given a peptide amino acid sequence and an MHC pseudo amino acid sequence, predict their binding affinity value. This is MHC class II binding data. (1) The peptide sequence is ALSYYPTPLAKEDFL. The MHC is HLA-DPA10201-DPB10101 with pseudo-sequence HLA-DPA10201-DPB10101. The binding affinity (normalized) is 0.800. (2) The peptide sequence is DFQEFAKLLFTNPVK. The MHC is HLA-DPA10301-DPB10402 with pseudo-sequence HLA-DPA10301-DPB10402. The binding affinity (normalized) is 0.616. (3) The binding affinity (normalized) is 0.298. The MHC is HLA-DPA10103-DPB10601 with pseudo-sequence HLA-DPA10103-DPB10601. The peptide sequence is AFKVAATAANAAPANY. (4) The peptide sequence is SARYDVALSEQGEFK. The MHC is HLA-DQA10501-DQB10303 with pseudo-sequence HLA-DQA10501-DQB10303. The binding affinity (normalized) is 0.282. (5) The peptide sequence is GRPGNFLQSRPEPTA. The MHC is DRB1_0901 with pseudo-sequence DRB1_0901. The binding affinity (normalized) is 0.718. (6) The peptide sequence is SDSWLKDSAIMVASD. The MHC is HLA-DPA10301-DPB10402 with pseudo-sequence HLA-DPA10301-DPB10402. The binding affinity (normalized) is 0.513. (7) The peptide sequence is SVLLFLAFVVFLLVT. The MHC is DRB1_0101 with pseudo-sequence DRB1_0101. The binding affinity (normalized) is 0.223. (8) The peptide sequence is SSMVNPLVLSTSCLK. The MHC is DRB1_0101 with pseudo-sequence DRB1_0101. The binding affinity (normalized) is 0.675.